This data is from Catalyst prediction with 721,799 reactions and 888 catalyst types from USPTO. The task is: Predict which catalyst facilitates the given reaction. (1) Reactant: [N+:1]([C:4]1[CH:9]=[CH:8][CH:7]=[CH:6][C:5]=1[S:10](Cl)(=[O:12])=[O:11])([O-:3])=[O:2].[CH:14]([NH2:17])([CH3:16])[CH3:15].CCN(CC)CC. Product: [CH:14]([NH:17][S:10]([C:5]1[CH:6]=[CH:7][CH:8]=[CH:9][C:4]=1[N+:1]([O-:3])=[O:2])(=[O:12])=[O:11])([CH3:16])[CH3:15]. The catalyst class is: 5. (2) Reactant: C(OC(=O)[NH:7][CH:8]1[CH2:13][CH2:12][CH:11]([CH2:14][NH:15][C:16]2[C:21]([N+:22]([O-:24])=[O:23])=[CH:20][N:19]=[C:18]([NH:25][CH2:26][C:27]3[CH:28]=[N:29][CH:30]=[CH:31][C:32]=3[Cl:33])[N:17]=2)[CH2:10][CH2:9]1)(C)(C)C.Cl. Product: [NH2:7][C@H:8]1[CH2:13][CH2:12][C@H:11]([CH2:14][NH:15][C:16]2[C:21]([N+:22]([O-:24])=[O:23])=[CH:20][N:19]=[C:18]([NH:25][CH2:26][C:27]3[CH:28]=[N:29][CH:30]=[CH:31][C:32]=3[Cl:33])[N:17]=2)[CH2:10][CH2:9]1. The catalyst class is: 12.